Dataset: Full USPTO retrosynthesis dataset with 1.9M reactions from patents (1976-2016). Task: Predict the reactants needed to synthesize the given product. (1) Given the product [CH3:12][O:13][C:14]1[CH:21]=[CH:20][C:17]([CH2:18][N:19]2[CH:8]3[CH2:9][CH2:10][C:5]2([C:24]#[N:25])[CH2:6][CH2:7]3)=[CH:16][CH:15]=1, predict the reactants needed to synthesize it. The reactants are: CS([CH:5]1[CH2:10][CH2:9][C:8](=O)[CH2:7][CH2:6]1)(=O)=O.[CH3:12][O:13][C:14]1[CH:21]=[CH:20][C:17]([CH2:18][NH2:19])=[CH:16][CH:15]=1.CC(C)(O)[C:24]#[N:25].C(N(CC)CC)C. (2) Given the product [CH2:1]([O:4][N:5]=[C:6]1[CH2:10][N:9]([C:11]([NH:29][C:21](=[O:28])[C:22]2[CH:23]=[CH:24][CH:25]=[CH:26][CH:27]=2)=[O:13])[C@H:8]([C:18]([N:32]2[CH2:37][CH2:36][O:35][CH2:34][CH2:33]2)=[O:20])[CH2:7]1)[CH:2]=[CH2:3], predict the reactants needed to synthesize it. The reactants are: [CH2:1]([O:4][N:5]=[C:6]1[CH2:10][N:9]([C:11]([O:13]C(C)(C)C)=O)[C@H:8]([C:18]([OH:20])=O)[CH2:7]1)[CH:2]=[CH2:3].[C:21]([N:29]=C=O)(=[O:28])[C:22]1[CH:27]=[CH:26][CH:25]=[CH:24][CH:23]=1.[NH:32]1[CH2:37][CH2:36][O:35][CH2:34][CH2:33]1. (3) Given the product [NH2:1][C:2]1[N:7]=[C:6]([C:8]2[O:9][CH:10]=[CH:11][CH:12]=2)[C:5]([C:13]#[N:14])=[C:4]([NH:33][CH2:32][CH2:31][NH:30][C:20]2[C:29]3[C:24](=[CH:25][CH:26]=[CH:27][CH:28]=3)[CH:23]=[CH:22][CH:21]=2)[N:3]=1, predict the reactants needed to synthesize it. The reactants are: [NH2:1][C:2]1[N:7]=[C:6]([C:8]2[O:9][CH:10]=[CH:11][CH:12]=2)[C:5]([C:13]#[N:14])=[C:4](S(C)=O)[N:3]=1.Cl.Cl.[C:20]1([NH:30][CH2:31][CH2:32][NH2:33])[C:29]2[C:24](=[CH:25][CH:26]=[CH:27][CH:28]=2)[CH:23]=[CH:22][CH:21]=1.C1CCN2C(=NCCC2)CC1. (4) The reactants are: [C:1]([C:4]1[CH:5]=[C:6]2[C:10](=[CH:11][CH:12]=1)[NH:9][C:8]([CH3:13])=[C:7]2[CH2:14][C:15]1[CH:20]=[CH:19][C:18]([C:21](CCCC)=[CH2:22])=[CH:17][C:16]=1[Cl:27])([OH:3])=[O:2].[CH3:28][C:29]1NC2[C:36]([CH:37]=1)=CC=CC=2.ClC1C=C(C(CCCC)=C)C=CC=1CC1C2C(=CC=C(C(OC)=O)C=2)NC=1C. Given the product [C:1]([C:4]1[CH:5]=[C:6]2[C:10](=[CH:11][CH:12]=1)[NH:9][C:8]([CH3:13])=[C:7]2[CH2:14][C:15]1[CH:20]=[CH:19][C:18]([CH:21]=[CH:22][CH2:28][CH2:29][CH2:37][CH3:36])=[CH:17][C:16]=1[Cl:27])([OH:3])=[O:2], predict the reactants needed to synthesize it. (5) Given the product [Cl:15][C:12]([N:9]([CH3:10])[CH2:8][C:7]([O:6][C:2]([CH3:5])([CH3:4])[CH3:3])=[O:11])=[O:13], predict the reactants needed to synthesize it. The reactants are: Cl.[C:2]([O:6][C:7](=[O:11])[CH2:8][NH:9][CH3:10])([CH3:5])([CH3:4])[CH3:3].[C:12]([Cl:15])(Cl)=[O:13]. (6) Given the product [F:1][C:2]1[C:3]([F:13])=[C:4]([F:12])[C:5]2[S:9][C:8](=[N:10][C:20](=[O:21])[C:19]3[CH:23]=[CH:24][C:16]([O:15][CH3:14])=[CH:17][CH:18]=3)[N:7]([CH:26]([CH2:31][CH3:32])[C:27]([OH:29])=[O:28])[C:6]=2[CH:11]=1, predict the reactants needed to synthesize it. The reactants are: [F:1][C:2]1[C:3]([F:13])=[C:4]([F:12])[C:5]2[S:9][C:8]([NH2:10])=[N:7][C:6]=2[CH:11]=1.[CH3:14][O:15][C:16]1[CH:24]=[CH:23][C:19]([C:20](Cl)=[O:21])=[CH:18][CH:17]=1.Br[CH:26]([CH2:31][CH3:32])[C:27]([O:29]C)=[O:28].COC1C=CC2N=C(N)SC=2C=1.ClC1C=C(C=CC=1)C(Cl)=O.BrCC(OCC)=O. (7) Given the product [Br:1][C:2]1[C:10]2[N:9]=[C:8]([CH:11]([F:13])[F:12])[N:7]([CH2:14][C:15]3[CH:20]=[CH:19][CH:18]=[C:17]([Cl:21])[C:16]=3[CH3:22])[C:6]=2[CH:5]=[C:4]([NH2:23])[CH:3]=1, predict the reactants needed to synthesize it. The reactants are: [Br:1][C:2]1[C:10]2[N:9]=[C:8]([CH:11]([F:13])[F:12])[N:7]([CH2:14][C:15]3[CH:20]=[CH:19][CH:18]=[C:17]([Cl:21])[C:16]=3[CH3:22])[C:6]=2[CH:5]=[C:4]([N+:23]([O-])=O)[CH:3]=1.O.O.[Sn](Cl)Cl.Cl.[Sn].[OH-].[Na+].